From a dataset of Reaction yield outcomes from USPTO patents with 853,638 reactions. Predict the reaction yield, written as a fraction of the theoretical maximum amount of product (1.0 means a 100% yield; for example, 0.34 means a 34% yield). The reactants are [Cl-].O[NH3+:3].[C:4](=[O:7])([O-])[OH:5].[Na+].CS(C)=O.[Si]([O:20][C:21]1[CH:61]=[CH:60][C:24]([O:25][C@@H:26]2[CH2:31][CH2:30][C@H:29]([N:32]3[C:37](=[O:38])[C:36]([CH2:39][C:40]4[CH:45]=[CH:44][C:43]([C:46]5[C:47]([C:52]#[N:53])=[CH:48][CH:49]=[CH:50][CH:51]=5)=[CH:42][CH:41]=4)=[C:35]([CH2:54][CH2:55][CH3:56])[N:34]4[N:57]=[CH:58][N:59]=[C:33]34)[CH2:28][CH2:27]2)=[CH:23][CH:22]=1)(C(C)(C)C)(C)C. The catalyst is O.C(OCC)(=O)C. The product is [OH:20][C:21]1[CH:22]=[CH:23][C:24]([O:25][C@@H:26]2[CH2:27][CH2:28][C@H:29]([N:32]3[C:37](=[O:38])[C:36]([CH2:39][C:40]4[CH:41]=[CH:42][C:43]([C:46]5[CH:51]=[CH:50][CH:49]=[CH:48][C:47]=5[C:52]5[NH:53][C:4](=[O:7])[O:5][N:3]=5)=[CH:44][CH:45]=4)=[C:35]([CH2:54][CH2:55][CH3:56])[N:34]4[N:57]=[CH:58][N:59]=[C:33]34)[CH2:30][CH2:31]2)=[CH:60][CH:61]=1. The yield is 0.0980.